Dataset: Reaction yield outcomes from USPTO patents with 853,638 reactions. Task: Predict the reaction yield, written as a fraction of the theoretical maximum amount of product (1.0 means a 100% yield; for example, 0.34 means a 34% yield). The reactants are [CH3:1][O:2]/[N:3]=[C:4](/[C:15]1[CH:20]=[CH:19][CH:18]=[CH:17][CH:16]=1)\[CH2:5][O:6][C:7]1[CH:12]=[CH:11][C:10]([CH2:13][OH:14])=[CH:9][CH:8]=1.[C:21]([CH2:23][C:24]1[CH:29]=[C:28](O)[CH:27]=[CH:26][C:25]=1[CH2:31][CH2:32][C:33]([O:35]C)=[O:34])#[N:22]. No catalyst specified. The product is [C:21]([CH2:23][C:24]1[CH:29]=[C:28]([O:14][CH2:13][C:10]2[CH:11]=[CH:12][C:7]([O:6][CH2:5]/[C:4](=[N:3]\[O:2][CH3:1])/[C:15]3[CH:20]=[CH:19][CH:18]=[CH:17][CH:16]=3)=[CH:8][CH:9]=2)[CH:27]=[CH:26][C:25]=1[CH2:31][CH2:32][C:33]([OH:35])=[O:34])#[N:22]. The yield is 0.710.